Dataset: Reaction yield outcomes from USPTO patents with 853,638 reactions. Task: Predict the reaction yield, written as a fraction of the theoretical maximum amount of product (1.0 means a 100% yield; for example, 0.34 means a 34% yield). (1) The reactants are C([Mg]Cl)(C)C.[CH:6]([S:9]([N:12]1[C:16]2[CH:17]=[C:18](I)[CH:19]=[CH:20][C:15]=2[N:14]=[C:13]1[NH2:22])(=[O:11])=[O:10])([CH3:8])[CH3:7].CN(OC)[C:25](=[O:41])[CH:26]([O:33][Si:34]([C:37]([CH3:40])([CH3:39])[CH3:38])([CH3:36])[CH3:35])[C:27]1[CH:32]=[CH:31][CH:30]=[CH:29][CH:28]=1.[Cl-].[NH4+]. The catalyst is O1CCCC1. The product is [CH:6]([S:9]([N:12]1[C:16]2[CH:17]=[C:18]([C:25](=[O:41])[CH:26]([O:33][Si:34]([C:37]([CH3:39])([CH3:38])[CH3:40])([CH3:36])[CH3:35])[C:27]3[CH:32]=[CH:31][CH:30]=[CH:29][CH:28]=3)[CH:19]=[CH:20][C:15]=2[N:14]=[C:13]1[NH2:22])(=[O:11])=[O:10])([CH3:8])[CH3:7]. The yield is 0.500. (2) The reactants are [NH:1]1[C:9]2[C:4](=[CH:5][CH:6]=[CH:7][CH:8]=2)[C:3]2([CH2:13][O:12][C:11]3[CH:14]=[C:15]4[C:19](=[CH:20][C:10]2=3)[CH2:18][CH2:17][O:16]4)[C:2]1=[O:21].C(=O)([O-])[O-].[Cs+].[Cs+].Br[CH2:29][C:30]1[CH:35]=[CH:34][CH:33]=[C:32]([C:36]#[N:37])[CH:31]=1. The catalyst is CC(=O)CC. The product is [O:21]=[C:2]1[C:3]2([CH2:13][O:12][C:11]3[CH:14]=[C:15]4[C:19](=[CH:20][C:10]2=3)[CH2:18][CH2:17][O:16]4)[C:4]2[C:9](=[CH:8][CH:7]=[CH:6][CH:5]=2)[N:1]1[CH2:29][C:30]1[CH:31]=[C:32]([CH:33]=[CH:34][CH:35]=1)[C:36]#[N:37]. The yield is 0.920. (3) The reactants are [C:1]([C:4]1[CH:5]=[C:6]([S:10]([N:13]2[CH2:17][CH2:16][S:15][C@H:14]2[C:18]([O:20][C@H:21]([C:32]2[CH:37]=[CH:36][C:35]([O:38][CH:39]([F:41])[F:40])=[C:34]([O:42][CH2:43][CH:44]3[CH2:46][CH2:45]3)[CH:33]=2)[CH2:22][C:23]2[C:28]([Cl:29])=[CH:27][N+:26]([O-:30])=[CH:25][C:24]=2[Cl:31])=[O:19])(=[O:12])=[O:11])[CH:7]=[CH:8][CH:9]=1)([OH:3])=O.[NH2:47][CH2:48][CH2:49][NH:50][C:51](=[O:57])[O:52][C:53]([CH3:56])([CH3:55])[CH3:54].C(Cl)CCl. The catalyst is CN(C1C=CN=CC=1)C.CN(C=O)C.O. The product is [C:53]([O:52][C:51]([NH:50][CH2:49][CH2:48][NH:47][C:1]([C:4]1[CH:5]=[C:6]([S:10]([N:13]2[CH2:17][CH2:16][S:15][C@H:14]2[C:18]([O:20][C@H:21]([C:32]2[CH:37]=[CH:36][C:35]([O:38][CH:39]([F:40])[F:41])=[C:34]([O:42][CH2:43][CH:44]3[CH2:46][CH2:45]3)[CH:33]=2)[CH2:22][C:23]2[C:24]([Cl:31])=[CH:25][N+:26]([O-:30])=[CH:27][C:28]=2[Cl:29])=[O:19])(=[O:12])=[O:11])[CH:7]=[CH:8][CH:9]=1)=[O:3])=[O:57])([CH3:56])([CH3:55])[CH3:54]. The yield is 0.880. (4) The reactants are [Cl:1][CH2:2][CH2:3][CH2:4][O:5][C:6]1[CH:14]=[CH:13][C:9]([C:10]([NH2:12])=[O:11])=[CH:8][CH:7]=1.Cl[CH:16]([C:21](=O)[CH3:22])[C:17]([O:19][CH3:20])=[O:18]. The catalyst is C(O)C. The product is [Cl:1][CH2:2][CH2:3][CH2:4][O:5][C:6]1[CH:14]=[CH:13][C:9]([C:10]2[O:11][C:16]([C:17]([O:19][CH3:20])=[O:18])=[C:21]([CH3:22])[N:12]=2)=[CH:8][CH:7]=1. The yield is 0.960.